From a dataset of Peptide-MHC class II binding affinity with 134,281 pairs from IEDB. Regression. Given a peptide amino acid sequence and an MHC pseudo amino acid sequence, predict their binding affinity value. This is MHC class II binding data. (1) The peptide sequence is PEFQSIVQTLNAMPE. The binding affinity (normalized) is 0.292. The MHC is DRB3_0101 with pseudo-sequence DRB3_0101. (2) The peptide sequence is EKKYSAATQFEPLAA. The MHC is HLA-DPA10103-DPB10601 with pseudo-sequence HLA-DPA10103-DPB10601. The binding affinity (normalized) is 0.914. (3) The peptide sequence is ALAAAGLVGVLAGLAK. The MHC is DRB1_1301 with pseudo-sequence DRB1_1301. The binding affinity (normalized) is 0.499. (4) The binding affinity (normalized) is 0.851. The MHC is DRB5_0101 with pseudo-sequence DRB5_0101. The peptide sequence is GNGWMIKETACLSKA. (5) The peptide sequence is SQDLELSWNSNGLQAY. The MHC is DRB1_0401 with pseudo-sequence DRB1_0401. The binding affinity (normalized) is 0.568. (6) The peptide sequence is SDLERRILEVKQKGF. The MHC is H-2-IAd with pseudo-sequence H-2-IAd. The binding affinity (normalized) is 0.